Dataset: Forward reaction prediction with 1.9M reactions from USPTO patents (1976-2016). Task: Predict the product of the given reaction. (1) Given the reactants Cl[C:2]([O:4][CH2:5][C:6]1[CH:11]=[CH:10][CH:9]=[CH:8][CH:7]=1)=[O:3].S(O)(O)(=O)=O.[CH3:17][S:18][C:19](=[NH:21])[NH2:20], predict the reaction product. The product is: [CH2:5]([O:4][C:2]([NH:21][C:19](=[N:20][C:2]([O:4][CH2:5][C:6]1[CH:11]=[CH:10][CH:9]=[CH:8][CH:7]=1)=[O:3])[S:18][CH3:17])=[O:3])[C:6]1[CH:11]=[CH:10][CH:9]=[CH:8][CH:7]=1. (2) Given the reactants [CH3:1][C:2]1[C:11](=[O:12])[C:10]2[C:5](=[CH:6][CH:7]=[C:8]([C:13]3[C:18]([C:19]([O:21]CC)=[O:20])=[CH:17][CH:16]=[CH:15][CH:14]=3)[CH:9]=2)[NH:4][C:3]=1[CH2:24][O:25][C:26]1[CH:31]=[CH:30][CH:29]=[C:28]([O:32][CH2:33][CH:34]2[CH2:39][CH2:38][O:37][CH2:36][CH2:35]2)[CH:27]=1.C1COCC1.[OH-].[K+].Cl, predict the reaction product. The product is: [CH3:1][C:2]1[C:11](=[O:12])[C:10]2[C:5](=[CH:6][CH:7]=[C:8]([C:13]3[C:18]([C:19]([OH:21])=[O:20])=[CH:17][CH:16]=[CH:15][CH:14]=3)[CH:9]=2)[NH:4][C:3]=1[CH2:24][O:25][C:26]1[CH:31]=[CH:30][CH:29]=[C:28]([O:32][CH2:33][CH:34]2[CH2:35][CH2:36][O:37][CH2:38][CH2:39]2)[CH:27]=1.